Task: Predict the reactants needed to synthesize the given product.. Dataset: Full USPTO retrosynthesis dataset with 1.9M reactions from patents (1976-2016) (1) Given the product [OH:13][C:14]1[CH:19]=[CH:18][N:17]([C:20]2[CH:21]=[CH:22][C:23]([O:26][CH2:27][CH2:28][N:29]3[CH2:30][CH2:31][CH2:32][CH2:33][CH2:34]3)=[CH:24][CH:25]=2)[C:16](=[O:35])[CH:15]=1, predict the reactants needed to synthesize it. The reactants are: C1COCC1.C([O:13][C:14]1[CH:19]=[CH:18][N:17]([C:20]2[CH:25]=[CH:24][C:23]([O:26][CH2:27][CH2:28][N:29]3[CH2:34][CH2:33][CH2:32][CH2:31][CH2:30]3)=[CH:22][CH:21]=2)[C:16](=[O:35])[CH:15]=1)C1C=CC=CC=1. (2) Given the product [C:32]([CH:31]1[CH:18]([C:17]2[CH:20]=[CH:21][C:14]([O:13][C:12]([F:23])([F:22])[F:11])=[CH:15][CH:16]=2)[N:1]([C:2]2[CH:3]=[C:4]([CH3:10])[C:5](=[O:9])[N:6]([CH3:8])[CH:7]=2)[C:27](=[O:26])[C:29]1=[O:30])(=[O:33])[CH3:34], predict the reactants needed to synthesize it. The reactants are: [NH2:1][C:2]1[CH:3]=[C:4]([CH3:10])[C:5](=[O:9])[N:6]([CH3:8])[CH:7]=1.[F:11][C:12]([F:23])([F:22])[O:13][C:14]1[CH:21]=[CH:20][C:17]([CH:18]=O)=[CH:16][CH:15]=1.CC[O:26][C:27]([C:29]([CH2:31][C:32]([CH3:34])=[O:33])=[O:30])=O. (3) Given the product [NH2:1][C:2]1[C:3]([C:7](=[N:8][OH:9])[NH:13][CH2:14][CH2:15][NH:16][S:17]([CH3:20])(=[O:19])=[O:18])=[N:4][O:5][N:6]=1, predict the reactants needed to synthesize it. The reactants are: [NH2:1][C:2]1[C:3]([C:7](Cl)=[N:8][OH:9])=[N:4][O:5][N:6]=1.Cl.Cl.[NH2:13][CH2:14][CH2:15][NH:16][S:17]([CH3:20])(=[O:19])=[O:18].C(N(CC)CC)C. (4) Given the product [C:34]([C:36]1[CH:54]=[CH:53][C:39]([CH2:40][CH:41](/[CH:51]=[CH:10]/[C:9]2[CH:30]=[CH:31][CH:32]=[CH:33][C:8]=2[OH:7])[CH2:42][CH2:43][CH2:44][CH2:45][C:46]([O:48][CH2:49][CH3:50])=[O:47])=[CH:38][CH:37]=1)#[N:35], predict the reactants needed to synthesize it. The reactants are: C([Li])CCC.[Br-].[OH:7][C:8]1[CH:33]=[CH:32][CH:31]=[CH:30][C:9]=1[CH2:10][P+](C1C=CC=CC=1)(C1C=CC=CC=1)C1C=CC=CC=1.[C:34]([C:36]1[CH:54]=[CH:53][C:39]([CH2:40][CH:41]([CH:51]=O)[CH2:42][CH2:43][CH2:44][CH2:45][C:46]([O:48][CH2:49][CH3:50])=[O:47])=[CH:38][CH:37]=1)#[N:35].[Cl-].[NH4+]. (5) Given the product [NH2:18][C:15]1[CH:16]=[CH:17][C:12]([S:9]([NH:8][C:6]2[S:7][C:3]([CH2:1][CH3:2])=[N:4][N:5]=2)(=[O:11])=[O:10])=[CH:13][CH:14]=1, predict the reactants needed to synthesize it. The reactants are: [CH2:1]([C:3]1[S:7][C:6]([NH:8][S:9]([C:12]2[CH:17]=[CH:16][C:15]([NH:18]C(=O)C)=[CH:14][CH:13]=2)(=[O:11])=[O:10])=[N:5][N:4]=1)[CH3:2].C([O-])([O-])=O.[Na+].[Na+]. (6) Given the product [N:1]([CH2:4][CH:5]1[O:10][C:9]2[C:11]([C:15]3[CH:20]=[CH:19][CH:18]=[CH:17][C:16]=3[Cl:21])=[CH:12][CH:13]=[CH:14][C:8]=2[N:7]([CH2:25][CH:22]2[CH2:24][CH2:23]2)[CH2:6]1)=[N+:2]=[N-:3], predict the reactants needed to synthesize it. The reactants are: [N:1]([CH2:4][CH:5]1[O:10][C:9]2[C:11]([C:15]3[CH:20]=[CH:19][CH:18]=[CH:17][C:16]=3[Cl:21])=[CH:12][CH:13]=[CH:14][C:8]=2[NH:7][CH2:6]1)=[N+:2]=[N-:3].[CH:22]1([CH2:25]Br)[CH2:24][CH2:23]1.